Dataset: Catalyst prediction with 721,799 reactions and 888 catalyst types from USPTO. Task: Predict which catalyst facilitates the given reaction. (1) Reactant: [H-].[Na+].[CH:3]([OH:6])([CH3:5])[CH3:4].[Br:7][C:8]1[CH:15]=[CH:14][C:11]([CH2:12]Br)=[CH:10][CH:9]=1. Product: [Br:7][C:8]1[CH:15]=[CH:14][C:11]([CH2:12][O:6][CH:3]([CH3:5])[CH3:4])=[CH:10][CH:9]=1. The catalyst class is: 9. (2) Reactant: [NH2:1][C:2]1[N:6]([CH2:7][CH2:8][C:9]2[CH:14]=[CH:13][CH:12]=[CH:11][CH:10]=2)[N:5]=[CH:4][C:3]=1[C:15]([OH:17])=O.[NH2:18][C:19](N)=[O:20]. Product: [OH:20][C:19]1[N:1]=[C:2]2[N:6]([CH2:7][CH2:8][C:9]3[CH:10]=[CH:11][CH:12]=[CH:13][CH:14]=3)[N:5]=[CH:4][C:3]2=[C:15]([OH:17])[N:18]=1. The catalyst class is: 6. (3) Reactant: [OH-].[Na+].C[O:4][C:5](=[O:45])[CH2:6][C:7]1[CH:12]=[CH:11][C:10]([C:13]2[CH:18]=[CH:17][C:16]([C:19]([CH2:41][CH3:42])([C:22]3[CH:27]=[CH:26][C:25](/[CH:28]=[CH:29]/[C:30]([OH:39])([C:35]([F:38])([F:37])[F:36])[C:31]([F:34])([F:33])[F:32])=[C:24]([CH3:40])[CH:23]=3)[CH2:20][CH3:21])=[CH:15][C:14]=2[CH3:43])=[CH:9][C:8]=1[Cl:44]. Product: [Cl:44][C:8]1[CH:9]=[C:10]([C:13]2[CH:18]=[CH:17][C:16]([C:19]([CH2:41][CH3:42])([C:22]3[CH:27]=[CH:26][C:25](/[CH:28]=[CH:29]/[C:30]([OH:39])([C:31]([F:32])([F:33])[F:34])[C:35]([F:37])([F:38])[F:36])=[C:24]([CH3:40])[CH:23]=3)[CH2:20][CH3:21])=[CH:15][C:14]=2[CH3:43])[CH:11]=[CH:12][C:7]=1[CH2:6][C:5]([OH:45])=[O:4]. The catalyst class is: 111. (4) Reactant: [CH2:1]([N:8]1[CH:12]=[C:11]([CH2:13][C:14]([O:16][CH3:17])=[O:15])[C:10]([O:18][CH2:19][CH2:20][CH2:21][C:22]2[N:26]([CH2:27][C:28]3[CH:33]=[CH:32][C:31]([Cl:34])=[CH:30][C:29]=3[Cl:35])[N:25]=[C:24]([O:36]COC)[CH:23]=2)=[N:9]1)[C:2]1[CH:7]=[CH:6][CH:5]=[CH:4][CH:3]=1. Product: [CH2:1]([N:8]1[CH:12]=[C:11]([CH2:13][C:14]([O:16][CH3:17])=[O:15])[C:10]([O:18][CH2:19][CH2:20][CH2:21][C:22]2[N:26]([CH2:27][C:28]3[CH:33]=[CH:32][C:31]([Cl:34])=[CH:30][C:29]=3[Cl:35])[N:25]=[C:24]([OH:36])[CH:23]=2)=[N:9]1)[C:2]1[CH:7]=[CH:6][CH:5]=[CH:4][CH:3]=1. The catalyst class is: 209. (5) Reactant: Br[C:2]1[CH:3]=[CH:4][C:5]([N:10]2[CH2:31][CH2:30][C:13]3[N:14]=[CH:15][N:16]=[C:17]([NH:18][CH2:19][C:20]4[CH:21]=[N:22][C:23]([C:26]([F:29])([F:28])[F:27])=[CH:24][CH:25]=4)[C:12]=3[CH2:11]2)=[C:6]([CH:9]=1)[C:7]#[N:8].[CH3:32]B(O)O.P([O-])([O-])([O-])=O.[K+].[K+].[K+].C1(P(C2CCCCC2)C2CCCCC2)CCCCC1. Product: [CH3:32][C:2]1[CH:3]=[CH:4][C:5]([N:10]2[CH2:31][CH2:30][C:13]3[N:14]=[CH:15][N:16]=[C:17]([NH:18][CH2:19][C:20]4[CH:21]=[N:22][C:23]([C:26]([F:28])([F:29])[F:27])=[CH:24][CH:25]=4)[C:12]=3[CH2:11]2)=[C:6]([CH:9]=1)[C:7]#[N:8]. The catalyst class is: 706. (6) The catalyst class is: 738. Product: [OH:2][CH2:3][CH:4]1[S:8][C:7]([C:9]2[NH:10][C:11]3[C:16]([CH:17]=2)=[CH:15][C:14]([O:18][CH2:19][CH2:20][O:21][CH3:22])=[CH:13][C:12]=3[N:23]([CH3:33])[S:24]([C:27]2[N:28]([CH3:32])[CH:29]=[CH:30][N:31]=2)(=[O:25])=[O:26])=[N:6][CH2:5]1. Reactant: C[O:2][CH:3](OC)[CH:4]1[S:8][C:7]([C:9]2[NH:10][C:11]3[C:16]([CH:17]=2)=[CH:15][C:14]([O:18][CH2:19][CH2:20][O:21][CH3:22])=[CH:13][C:12]=3[N:23]([CH3:33])[S:24]([C:27]2[N:28]([CH3:32])[CH:29]=[CH:30][N:31]=2)(=[O:26])=[O:25])=[N:6][CH2:5]1.FC(F)(F)C(O)=O.S(=O)(=O)(O)O.[BH4-].[Na+]. (7) Reactant: [CH3:1][C:2]1[CH:7]=[CH:6][CH:5]=[C:4]([CH3:8])[C:3]=1[C:9]1[CH:17]=[CH:16][CH:15]=[C:14]2[C:10]=1[CH2:11][CH2:12][C:13]2=[O:18].[BH4-].[Na+].O. Product: [CH3:1][C:2]1[CH:7]=[CH:6][CH:5]=[C:4]([CH3:8])[C:3]=1[C:9]1[CH:17]=[CH:16][CH:15]=[C:14]2[C:10]=1[CH2:11][CH2:12][CH:13]2[OH:18]. The catalyst class is: 83.